From a dataset of Forward reaction prediction with 1.9M reactions from USPTO patents (1976-2016). Predict the product of the given reaction. Given the reactants [Cl:1][C:2]1[C:11]([CH:12]=[O:13])=[CH:10][C:9]2[C:4](=[CH:5][C:6]([O:15][CH2:16][C:17]3[CH:22]=[CH:21][CH:20]=[CH:19][N:18]=3)=[C:7]([Cl:14])[CH:8]=2)[N:3]=1.[CH3:23][Mg]Br, predict the reaction product. The product is: [Cl:1][C:2]1[C:11]([C:12](=[O:13])[CH3:23])=[CH:10][C:9]2[C:4](=[CH:5][C:6]([O:15][CH2:16][C:17]3[CH:22]=[CH:21][CH:20]=[CH:19][N:18]=3)=[C:7]([Cl:14])[CH:8]=2)[N:3]=1.